This data is from NCI-60 drug combinations with 297,098 pairs across 59 cell lines. The task is: Regression. Given two drug SMILES strings and cell line genomic features, predict the synergy score measuring deviation from expected non-interaction effect. (1) Drug 1: C1CCC(C1)C(CC#N)N2C=C(C=N2)C3=C4C=CNC4=NC=N3. Drug 2: CC1=C2C(C(=O)C3(C(CC4C(C3C(C(C2(C)C)(CC1OC(=O)C(C(C5=CC=CC=C5)NC(=O)OC(C)(C)C)O)O)OC(=O)C6=CC=CC=C6)(CO4)OC(=O)C)O)C)O. Cell line: SNB-75. Synergy scores: CSS=13.3, Synergy_ZIP=-3.42, Synergy_Bliss=5.72, Synergy_Loewe=-20.2, Synergy_HSA=2.38. (2) Drug 1: CS(=O)(=O)C1=CC(=C(C=C1)C(=O)NC2=CC(=C(C=C2)Cl)C3=CC=CC=N3)Cl. Drug 2: CCC1=C2CN3C(=CC4=C(C3=O)COC(=O)C4(CC)O)C2=NC5=C1C=C(C=C5)O. Cell line: RPMI-8226. Synergy scores: CSS=36.2, Synergy_ZIP=9.15, Synergy_Bliss=10.6, Synergy_Loewe=-32.3, Synergy_HSA=4.47. (3) Drug 1: CC1C(C(CC(O1)OC2CC(CC3=C2C(=C4C(=C3O)C(=O)C5=C(C4=O)C(=CC=C5)OC)O)(C(=O)C)O)N)O.Cl. Drug 2: CCC1(CC2CC(C3=C(CCN(C2)C1)C4=CC=CC=C4N3)(C5=C(C=C6C(=C5)C78CCN9C7C(C=CC9)(C(C(C8N6C)(C(=O)OC)O)OC(=O)C)CC)OC)C(=O)OC)O.OS(=O)(=O)O. Cell line: TK-10. Synergy scores: CSS=5.95, Synergy_ZIP=-8.73, Synergy_Bliss=-0.464, Synergy_Loewe=-5.86, Synergy_HSA=0.644. (4) Drug 1: CC1=C(C=C(C=C1)NC(=O)C2=CC=C(C=C2)CN3CCN(CC3)C)NC4=NC=CC(=N4)C5=CN=CC=C5. Drug 2: CC1=C2C(C(=O)C3(C(CC4C(C3C(C(C2(C)C)(CC1OC(=O)C(C(C5=CC=CC=C5)NC(=O)C6=CC=CC=C6)O)O)OC(=O)C7=CC=CC=C7)(CO4)OC(=O)C)O)C)OC(=O)C. Cell line: NCI-H522. Synergy scores: CSS=57.5, Synergy_ZIP=9.09, Synergy_Bliss=7.11, Synergy_Loewe=-9.14, Synergy_HSA=6.79. (5) Drug 1: CCC(=C(C1=CC=CC=C1)C2=CC=C(C=C2)OCCN(C)C)C3=CC=CC=C3.C(C(=O)O)C(CC(=O)O)(C(=O)O)O. Drug 2: CN(C(=O)NC(C=O)C(C(C(CO)O)O)O)N=O. Cell line: UACC-257. Synergy scores: CSS=-0.363, Synergy_ZIP=-0.417, Synergy_Bliss=-1.26, Synergy_Loewe=-1.78, Synergy_HSA=-1.55. (6) Drug 1: CC1=C2C(C(=O)C3(C(CC4C(C3C(C(C2(C)C)(CC1OC(=O)C(C(C5=CC=CC=C5)NC(=O)OC(C)(C)C)O)O)OC(=O)C6=CC=CC=C6)(CO4)OC(=O)C)OC)C)OC. Drug 2: C1CN(CCN1C(=O)CCBr)C(=O)CCBr. Cell line: RXF 393. Synergy scores: CSS=12.4, Synergy_ZIP=-17.2, Synergy_Bliss=-18.8, Synergy_Loewe=-16.2, Synergy_HSA=-15.3. (7) Drug 1: CCC1(CC2CC(C3=C(CCN(C2)C1)C4=CC=CC=C4N3)(C5=C(C=C6C(=C5)C78CCN9C7C(C=CC9)(C(C(C8N6C=O)(C(=O)OC)O)OC(=O)C)CC)OC)C(=O)OC)O.OS(=O)(=O)O. Drug 2: CC1CCCC2(C(O2)CC(NC(=O)CC(C(C(=O)C(C1O)C)(C)C)O)C(=CC3=CSC(=N3)C)C)C. Cell line: MALME-3M. Synergy scores: CSS=38.0, Synergy_ZIP=-6.29, Synergy_Bliss=-7.92, Synergy_Loewe=-5.11, Synergy_HSA=-2.04.